From a dataset of Reaction yield outcomes from USPTO patents with 853,638 reactions. Predict the reaction yield, written as a fraction of the theoretical maximum amount of product (1.0 means a 100% yield; for example, 0.34 means a 34% yield). (1) The reactants are Br[C:2]1[CH:3]=[C:4]2[C:9](=[CH:10][CH:11]=1)[N:8]=[C:7]([C:12]1[CH:17]=[CH:16][CH:15]=[CH:14][C:13]=1[F:18])[N:6]=[C:5]2[N:19]1[C:27]2[CH:26]=[CH:25][N:24]=[CH:23][C:22]=2[CH:21]=[CH:20]1.C(=O)([O-])[O-].[Na+].[Na+].B(O)(O)[C:35]1[CH:40]=[CH:39][CH:38]=[C:37]([C:41]([NH2:43])=[O:42])[CH:36]=1. The catalyst is O1CCCC1.C1C=CC([P]([Pd]([P](C2C=CC=CC=2)(C2C=CC=CC=2)C2C=CC=CC=2)([P](C2C=CC=CC=2)(C2C=CC=CC=2)C2C=CC=CC=2)[P](C2C=CC=CC=2)(C2C=CC=CC=2)C2C=CC=CC=2)(C2C=CC=CC=2)C2C=CC=CC=2)=CC=1. The product is [F:18][C:13]1[CH:14]=[CH:15][CH:16]=[CH:17][C:12]=1[C:7]1[N:6]=[C:5]([N:19]2[C:27]3[CH:26]=[CH:25][N:24]=[CH:23][C:22]=3[CH:21]=[CH:20]2)[C:4]2[C:9](=[CH:10][CH:11]=[C:2]([C:35]3[CH:36]=[C:37]([CH:38]=[CH:39][CH:40]=3)[C:41]([NH2:43])=[O:42])[CH:3]=2)[N:8]=1. The yield is 0.250. (2) The reactants are [C:1]([O:13][CH3:14])(=[O:12])[C:2]1[CH:11]=[CH:10][C:5]([C:6]([O:8][CH3:9])=[O:7])=[CH:4][CH:3]=1.C(O)[CH2:16][CH2:17][CH2:18][CH2:19][CH2:20][CH2:21][CH2:22][CH2:23][CH2:24][CH2:25][CH2:26][CH2:27][CH2:28][CH2:29][CH2:30][CH2:31][CH2:32][CH2:33][CH2:34][CH2:35][CH3:36]. The catalyst is CO. The product is [C:6]([O:8][CH2:9][CH2:36][CH2:35][CH2:34][CH2:33][CH2:32][CH2:31][CH2:30][CH2:29][CH2:28][CH2:27][CH2:26][CH2:25][CH2:24][CH2:23][CH2:22][CH2:21][CH2:20][CH2:19][CH2:18][CH2:17][CH3:16])(=[O:7])[C:5]1[CH:10]=[CH:11][C:2]([C:1]([O:13][CH2:14][CH2:36][CH2:35][CH2:34][CH2:33][CH2:32][CH2:31][CH2:30][CH2:29][CH2:28][CH2:27][CH2:26][CH2:25][CH2:24][CH2:23][CH2:22][CH2:21][CH2:20][CH2:19][CH2:18][CH2:17][CH3:16])=[O:12])=[CH:3][CH:4]=1. The yield is 0.980. (3) The reactants are [C:1]([O:5][C:6]([N:8]1[CH2:14][CH2:13][C:12]2[C:15]([S:20][CH2:21][C:22]3[CH:27]=[CH:26][C:25](Br)=[CH:24][N:23]=3)=[C:16]([Cl:19])[CH:17]=[CH:18][C:11]=2[CH2:10][CH2:9]1)=[O:7])([CH3:4])([CH3:3])[CH3:2].C(N(CC)CC)C.[C:36]([C:38]1[CH:43]=[CH:42][C:41]([F:44])=[CH:40][CH:39]=1)#[CH:37]. The catalyst is CN(C=O)C. The product is [C:1]([O:5][C:6]([N:8]1[CH2:14][CH2:13][C:12]2[C:15]([S:20][CH2:21][C:22]3[CH:27]=[CH:26][C:25]([C:37]#[C:36][C:38]4[CH:43]=[CH:42][C:41]([F:44])=[CH:40][CH:39]=4)=[CH:24][N:23]=3)=[C:16]([Cl:19])[CH:17]=[CH:18][C:11]=2[CH2:10][CH2:9]1)=[O:7])([CH3:4])([CH3:3])[CH3:2]. The yield is 0.950. (4) The reactants are [Br:1]Br.[OH:3][C:4]1[CH:5]=[C:6]2[C:11](=[CH:12][CH:13]=1)[CH:10]=[C:9]([CH2:14][N:15]([CH3:31])[C:16]([C:18]1[C:22]3[CH:23]=[CH:24][CH:25]=[CH:26][C:21]=3[O:20][C:19]=1[CH2:27][CH2:28][CH2:29][CH3:30])=[O:17])[CH:8]=[CH:7]2. The catalyst is C(O)(=O)C. The product is [Br:1][C:5]1[C:4]([OH:3])=[CH:13][CH:12]=[C:11]2[C:6]=1[CH:7]=[CH:8][C:9]([CH2:14][N:15]([CH3:31])[C:16]([C:18]1[C:22]3[CH:23]=[CH:24][CH:25]=[CH:26][C:21]=3[O:20][C:19]=1[CH2:27][CH2:28][CH2:29][CH3:30])=[O:17])=[CH:10]2. The yield is 1.00. (5) The reactants are [Br:1][C:2]1[CH:3]=[C:4]([CH2:8][C:9](=O)C)[CH:5]=[CH:6][CH:7]=1.[CH3:12][C:13]1[CH:22]=[CH:21][C:20]2C(=[CH:16][CH:17]=[CH:18][C:19]=2[N:23]2[CH2:28][CH2:27][N:26]([CH2:29]CC3C=C(C=CC=3)N)[CH2:25][CH2:24]2)N=1.[C:38]([BH3-])#[N:39].[Na+]. The catalyst is CO.[Cl-].[Zn+2].[Cl-]. The product is [Br:1][C:2]1[CH:3]=[C:4]([CH:8]([CH3:9])[CH2:29][N:26]2[CH2:27][CH2:28][N:23]([C:19]3[CH:18]=[CH:17][CH:16]=[C:38]4[C:20]=3[CH:21]=[CH:22][C:13]([CH3:12])=[N:39]4)[CH2:24][CH2:25]2)[CH:5]=[CH:6][CH:7]=1. The yield is 0.500. (6) The reactants are [Li].[CH3:2][C:3]([O-:6])(C)C.C[C:8]([O-:11])(C)C.CC([O-])(C)C.[Al+3].[O:18]1[CH2:22][CH2:21][CH2:20][CH2:19]1. The catalyst is S(=O)(=O)(O)[O-].[Na+]. The product is [OH:18][CH2:22][C:21]1([C:8]([O:6][CH2:3][CH3:2])=[O:11])[CH2:19][CH2:20]1. The yield is 0.910.